From a dataset of Reaction yield outcomes from USPTO patents with 853,638 reactions. Predict the reaction yield, written as a fraction of the theoretical maximum amount of product (1.0 means a 100% yield; for example, 0.34 means a 34% yield). (1) The reactants are [N+:1]([C:4]1[CH:5]=[C:6]([OH:10])[CH:7]=[CH:8][CH:9]=1)([O-:3])=[O:2].[CH2:11](Br)[C:12]1[CH:17]=[CH:16][CH:15]=[CH:14][CH:13]=1.C([O-])([O-])=O.[K+].[K+]. The catalyst is CN(C=O)C.O. The product is [CH2:11]([O:10][C:6]1[CH:7]=[CH:8][CH:9]=[C:4]([N+:1]([O-:3])=[O:2])[CH:5]=1)[C:12]1[CH:17]=[CH:16][CH:15]=[CH:14][CH:13]=1. The yield is 0.970. (2) The reactants are [OH:1][CH2:2][CH2:3][CH2:4][CH2:5][CH2:6][C:7]([O:9][CH2:10][CH3:11])=[O:8].C(N(CC)CC)C.[CH3:19][S:20](Cl)(=[O:22])=[O:21]. The catalyst is ClCCl. The product is [CH3:19][S:20]([O:1][CH2:2][CH2:3][CH2:4][CH2:5][CH2:6][C:7]([O:9][CH2:10][CH3:11])=[O:8])(=[O:22])=[O:21]. The yield is 0.850. (3) The reactants are [CH3:1][CH2:2]OCC.[CH3:6][C:7]1[CH:8]=[N:9][NH:10][CH:11]=1.[Li]CCCC.C(O[B:21]1[O:25][C:24]([CH3:27])([CH3:26])[C:23]([CH3:29])([CH3:28])[O:22]1)(C)C. The yield is 0.800. The product is [CH2:1]([N:9]1[C:8]([B:21]2[O:25][C:24]([CH3:27])([CH3:26])[C:23]([CH3:29])([CH3:28])[O:22]2)=[C:7]([CH3:6])[CH:11]=[N:10]1)[CH3:2]. The catalyst is [NH4+].[Cl-]. (4) The reactants are [N+:1]([C:4]1[CH:5]=[C:6]2[NH:12]C(=O)[O:10][C:8](=O)[C:7]2=[CH:14][CH:15]=1)([O-:3])=[O:2].[Cl:16][C:17]1[CH:25]=[C:24]([Cl:26])[CH:23]=[CH:22][C:18]=1[CH2:19][CH2:20][NH2:21].CN(C=O)C. The catalyst is C(Cl)Cl. The product is [NH2:12][C:6]1[CH:5]=[C:4]([N+:1]([O-:3])=[O:2])[CH:15]=[CH:14][C:7]=1[C:8]([NH:21][CH2:20][CH2:19][C:18]1[CH:22]=[CH:23][C:24]([Cl:26])=[CH:25][C:17]=1[Cl:16])=[O:10]. The yield is 0.970.